From a dataset of Forward reaction prediction with 1.9M reactions from USPTO patents (1976-2016). Predict the product of the given reaction. (1) Given the reactants [I:1][CH:2]1[CH2:7][CH2:6][NH:5][CH:4]([C:8]([OH:10])=[O:9])[CH2:3]1.[CH3:11]O, predict the reaction product. The product is: [CH3:11][O:9][C:8](=[O:10])[CH:4]1[CH2:3][CH:2]([I:1])[CH2:7][CH2:6][NH:5]1. (2) Given the reactants [ClH:1].CN(C)[C:4]1[CH:9]=[CH:8][C:7]([NH:10][C:11]2[S:12][CH:13]=[C:14]([C:16]3[CH:17]=[C:18]([C:23]([NH2:25])=[NH:24])[S:19][C:20]=3[S:21][CH3:22])[N:15]=2)=[CH:6][CH:5]=1.Br.CN(C)C1C=CC(NC2SC=C(C3C=C([C:48]([O:50]C)=S)SC=3C)N=2)=CC=1, predict the reaction product. The product is: [ClH:1].[CH3:48][O:50][C:4]1[CH:9]=[CH:8][C:7]([NH:10][C:11]2[S:12][CH:13]=[C:14]([C:16]3[CH:17]=[C:18]([C:23]([NH2:25])=[NH:24])[S:19][C:20]=3[S:21][CH3:22])[N:15]=2)=[CH:6][CH:5]=1. (3) Given the reactants [CH2:1]([O:3][C:4]([CH:6]1[CH2:10][CH2:9][CH2:8][C:7]1=O)=[O:5])[CH3:2].[CH2:12]([NH2:19])[C:13]1[CH:18]=[CH:17][CH:16]=[CH:15][CH:14]=1.C([BH3-])#N.[Na+], predict the reaction product. The product is: [CH2:1]([O:3][C:4]([CH:6]1[CH2:10][CH2:9][CH2:8][CH:7]1[NH:19][CH2:12][C:13]1[CH:18]=[CH:17][CH:16]=[CH:15][CH:14]=1)=[O:5])[CH3:2]. (4) Given the reactants [F:1][C:2]1[CH:3]=[C:4]2[C:8](=[CH:9][CH:10]=1)[NH:7][C:6](=[O:11])[CH2:5]2.C[Si]([N-][Si](C)(C)C)(C)C.[Li+].[OH:22][CH2:23][CH2:24][O:25][CH2:26][CH2:27][N:28]1[CH2:33][CH2:32][N:31]([CH2:34][CH2:35][CH2:36][C:37]2[N:42]=[C:41]3[CH2:43][O:44][C:45](=O)[C:40]3=[CH:39][CH:38]=2)[CH2:30][CH2:29]1.Cl.C([O-])(O)=O.[Na+], predict the reaction product. The product is: [F:1][C:2]1[CH:3]=[C:4]2[C:8](=[CH:9][CH:10]=1)[NH:7][C:6](=[O:11])[C:5]2=[C:45]1[C:40]2[C:41](=[N:42][C:37]([CH2:36][CH2:35][CH2:34][N:31]3[CH2:30][CH2:29][N:28]([CH2:27][CH2:26][O:25][CH2:24][CH2:23][OH:22])[CH2:33][CH2:32]3)=[CH:38][CH:39]=2)[CH2:43][O:44]1. (5) Given the reactants CO[C:3]1[CH:4]=[C:5]2[C:9](=[CH:10][CH:11]=1)[NH:8][CH:7]=[CH:6]2.BrC1C=C2C(=CC=1)N(S(C1C=CC(OC)=CC=1)(=O)=O)C=C2OC(=O)C, predict the reaction product. The product is: [NH:8]1[C:9]2[C:5](=[CH:4][CH:3]=[CH:11][CH:10]=2)[CH:6]=[CH:7]1. (6) Given the reactants Cl[C:2]1[CH:11]=[C:10]2[C:5]([C:6]([C:14]3[CH:19]=[CH:18][CH:17]=[CH:16][CH:15]=3)=[CH:7][C:8]([C:12]#[N:13])=[N:9]2)=[CH:4][CH:3]=1.[CH2:20]([Sn](CCCC)(CCCC)CCCC)[CH:21]=[CH2:22], predict the reaction product. The product is: [CH2:22]([C:2]1[CH:11]=[C:10]2[C:5]([C:6]([C:14]3[CH:19]=[CH:18][CH:17]=[CH:16][CH:15]=3)=[CH:7][C:8]([C:12]#[N:13])=[N:9]2)=[CH:4][CH:3]=1)[CH:21]=[CH2:20]. (7) Given the reactants [Mg].II.Br[C:5]1[CH:6]=[C:7]([CH:16]=[CH:17][CH:18]=1)[O:8][Si:9]([C:12]([CH3:15])([CH3:14])[CH3:13])([CH3:11])[CH3:10].[O:19]=[C:20]([C:32]1[CH:37]=[CH:36][CH:35]=[CH:34][CH:33]=1)[C:21]([O:23][C@@H:24]1[CH:29]2[CH2:30][CH2:31][N:26]([CH2:27][CH2:28]2)[CH2:25]1)=[O:22], predict the reaction product. The product is: [Si:9]([O:8][C:7]1[CH:6]=[C:5]([C:20]([OH:19])([C:32]2[CH:37]=[CH:36][CH:35]=[CH:34][CH:33]=2)[C:21]([O:23][C@@H:24]2[CH:29]3[CH2:30][CH2:31][N:26]([CH2:27][CH2:28]3)[CH2:25]2)=[O:22])[CH:18]=[CH:17][CH:16]=1)([C:12]([CH3:15])([CH3:14])[CH3:13])([CH3:11])[CH3:10]. (8) Given the reactants [F:1][C:2]1[CH:3]=[C:4]([CH2:8][OH:9])[CH:5]=[CH:6][CH:7]=1.Cl[C:11]1[CH:23]=[C:15]2[N:16]([CH3:22])[C:17]([CH3:21])([CH3:20])[CH2:18][CH2:19][N:14]2[C:13](=[O:24])[N:12]=1, predict the reaction product. The product is: [F:1][C:2]1[CH:3]=[C:4]([CH:5]=[CH:6][CH:7]=1)[CH2:8][O:9][C:11]1[CH:23]=[C:15]2[N:16]([CH3:22])[C:17]([CH3:21])([CH3:20])[CH2:18][CH2:19][N:14]2[C:13](=[O:24])[N:12]=1. (9) Given the reactants [F:1][C:2]1[CH:11]=[C:10]2[C:5]([CH2:6][CH:7]([CH2:13][CH2:14][CH3:15])[CH2:8][C:9]2=[O:12])=[CH:4][C:3]=1[O:16][CH3:17].[Br:18]Br.C1CCN2C(=NCCC2)CC1, predict the reaction product. The product is: [C:9]1(=[O:12])[C:10]2[C:5](=[CH:4][CH:3]=[CH:2][CH:11]=2)[CH2:6][CH2:7][CH2:8]1.[Br:18][C:8]1[C:7]([CH2:13][CH2:14][CH3:15])=[CH:6][C:5]2[C:10](=[CH:11][C:2]([F:1])=[C:3]([O:16][CH3:17])[CH:4]=2)[C:9]=1[OH:12]. (10) Given the reactants [C:1]1([CH2:7][C:8](Cl)=[O:9])[CH:6]=[CH:5][CH:4]=[CH:3][CH:2]=1.[S:11]1[CH2:16][CH2:15][C:14](=[O:17])[CH2:13][CH2:12]1, predict the reaction product. The product is: [C:1]1([CH2:7][C:8]([CH:13]2[C:14](=[O:17])[CH2:15][CH2:16][S:11][CH2:12]2)=[O:9])[CH:6]=[CH:5][CH:4]=[CH:3][CH:2]=1.